The task is: Regression. Given two drug SMILES strings and cell line genomic features, predict the synergy score measuring deviation from expected non-interaction effect.. This data is from NCI-60 drug combinations with 297,098 pairs across 59 cell lines. (1) Drug 1: CCC1(CC2CC(C3=C(CCN(C2)C1)C4=CC=CC=C4N3)(C5=C(C=C6C(=C5)C78CCN9C7C(C=CC9)(C(C(C8N6C=O)(C(=O)OC)O)OC(=O)C)CC)OC)C(=O)OC)O.OS(=O)(=O)O. Drug 2: C1=NNC2=C1C(=O)NC=N2. Cell line: HT29. Synergy scores: CSS=1.68, Synergy_ZIP=0.466, Synergy_Bliss=1.57, Synergy_Loewe=1.22, Synergy_HSA=-0.639. (2) Drug 1: CCCCCOC(=O)NC1=NC(=O)N(C=C1F)C2C(C(C(O2)C)O)O. Drug 2: CN(C(=O)NC(C=O)C(C(C(CO)O)O)O)N=O. Cell line: SK-MEL-28. Synergy scores: CSS=1.67, Synergy_ZIP=-1.93, Synergy_Bliss=-1.52, Synergy_Loewe=-3.77, Synergy_HSA=-3.47.